Dataset: Forward reaction prediction with 1.9M reactions from USPTO patents (1976-2016). Task: Predict the product of the given reaction. Given the reactants [CH2:1]1[C@@H:5]([C:6]([OH:8])=[O:7])[NH:4][CH2:3][C@@H:2]1[OH:9].[CH:10](N)=O.[H][H], predict the reaction product. The product is: [OH:9][C@H:2]1[CH2:3][N:4]([CH3:10])[C@H:5]([C:6]([OH:8])=[O:7])[CH2:1]1.